Dataset: Peptide-MHC class I binding affinity with 185,985 pairs from IEDB/IMGT. Task: Regression. Given a peptide amino acid sequence and an MHC pseudo amino acid sequence, predict their binding affinity value. This is MHC class I binding data. (1) The peptide sequence is KVILSEISFH. The MHC is HLA-A33:01 with pseudo-sequence HLA-A33:01. The binding affinity (normalized) is 0.103. (2) The peptide sequence is KAKWLTPFEK. The MHC is HLA-A11:01 with pseudo-sequence HLA-A11:01. The binding affinity (normalized) is 0.490.